From a dataset of Peptide-MHC class I binding affinity with 185,985 pairs from IEDB/IMGT. Regression. Given a peptide amino acid sequence and an MHC pseudo amino acid sequence, predict their binding affinity value. This is MHC class I binding data. The peptide sequence is FRYNGLIHR. The MHC is Mamu-B8301 with pseudo-sequence Mamu-B8301. The binding affinity (normalized) is 0.190.